From a dataset of Full USPTO retrosynthesis dataset with 1.9M reactions from patents (1976-2016). Predict the reactants needed to synthesize the given product. (1) Given the product [OH:1][C:2]1[CH:6]=[C:5]([CH2:7][CH2:8][C:9]([NH:11][CH2:12][CH2:13][CH:14]2[CH2:15][CH2:16][N:17]([C:22]([O:23][CH2:24][C:25]3[CH:26]=[C:27]([Cl:32])[CH:28]=[C:29]([Cl:31])[CH:30]=3)=[O:33])[CH2:18][CH2:19]2)=[O:10])[O:4][N:3]=1, predict the reactants needed to synthesize it. The reactants are: [OH:1][C:2]1[CH:6]=[C:5]([CH2:7][CH2:8][C:9]([NH:11][CH2:12][CH2:13][CH:14]2[CH2:19][CH2:18][NH:17][CH2:16][CH2:15]2)=[O:10])[O:4][N:3]=1.[OH-].[Na+].[C:22](Cl)(=[O:33])[O:23][CH2:24][C:25]1[CH:30]=[C:29]([Cl:31])[CH:28]=[C:27]([Cl:32])[CH:26]=1. (2) Given the product [Cl:13][C:10]1[C:9]2[C:4](=[CH:5][C:6]([F:15])=[CH:7][C:8]=2[F:14])[N:3]=[C:2]([C:21]2[CH:22]=[CH:23][C:24]([N:27]3[CH2:28][CH2:29][O:30][CH2:31][CH2:32]3)=[N:25][CH:26]=2)[C:11]=1[CH3:12], predict the reactants needed to synthesize it. The reactants are: Cl[C:2]1[C:11]([CH3:12])=[C:10]([Cl:13])[C:9]2[C:4](=[CH:5][C:6]([F:15])=[CH:7][C:8]=2[F:14])[N:3]=1.C([Sn](CCCC)(CCCC)[C:21]1[CH:22]=[CH:23][C:24]([N:27]2[CH2:32][CH2:31][O:30][CH2:29][CH2:28]2)=[N:25][CH:26]=1)CCC. (3) Given the product [Br:1][C:2]1[CH:3]=[C:4]([NH:10][C:11]2[CH:16]=[CH:15][C:14]([N:17]3[CH2:22][CH2:21][N:20]([CH3:26])[C@H:19]([CH3:23])[CH2:18]3)=[CH:13][N:12]=2)[C:5](=[O:9])[N:6]([CH3:8])[CH:7]=1, predict the reactants needed to synthesize it. The reactants are: [Br:1][C:2]1[CH:3]=[C:4]([NH:10][C:11]2[CH:16]=[CH:15][C:14]([N:17]3[CH2:22][CH2:21][NH:20][C@H:19]([CH3:23])[CH2:18]3)=[CH:13][N:12]=2)[C:5](=[O:9])[N:6]([CH3:8])[CH:7]=1.C=O.[C:26](O[BH-](OC(=O)C)OC(=O)C)(=O)C.[Na+].O. (4) Given the product [Br:1][C:2]([C:11]1[CH:16]=[CH:15][CH:14]=[C:13]([O:17][CH2:18][CH2:19][CH2:20][O:21][CH3:22])[CH:12]=1)=[C:3]([N+:8]#[C-:9])[C:4]([O:6][CH3:7])=[O:5], predict the reactants needed to synthesize it. The reactants are: [Br:1][C:2]([C:11]1[CH:16]=[CH:15][CH:14]=[C:13]([O:17][CH2:18][CH2:19][CH2:20][O:21][CH3:22])[CH:12]=1)=[C:3]([NH:8][CH:9]=O)[C:4]([O:6][CH3:7])=[O:5].C(N(CC)CC)C.P(Cl)(Cl)(Cl)=O.C(=O)(O)[O-].[Na+]. (5) Given the product [CH3:59][O:58][C:56]([NH:55][C@H:51]([C:52]([N:41]1[C@@H:42]([CH3:45])[CH2:43][CH2:44][C@H:40]1[C:38]1[NH:37][C:36]2[C:46]3[C:32]([CH:33]=[CH:34][C:35]=2[N:39]=1)=[CH:31][C:30]1[C:24]2[C:25]([CH2:27][O:28][C:29]=1[CH:47]=3)=[CH:26][C:21]([C:18]1[NH:17][C:16]([C@@H:6]3[CH2:5][C@H:4]([CH2:3][O:2][CH3:1])[CH2:8][N:7]3[C:9]([O:11][C:12]([CH3:13])([CH3:15])[CH3:14])=[O:10])=[N:20][CH:19]=1)=[CH:22][CH:23]=2)=[O:53])[C@@H:50]([CH3:60])[O:49][CH3:48])=[O:57], predict the reactants needed to synthesize it. The reactants are: [CH3:1][O:2][CH2:3][C@@H:4]1[CH2:8][N:7]([C:9]([O:11][C:12]([CH3:15])([CH3:14])[CH3:13])=[O:10])[C@H:6]([C:16]2[NH:17][C:18]([C:21]3[CH:26]=[C:25]4[CH2:27][O:28][C:29]5[CH:47]=[C:46]6[C:32]([CH:33]=[CH:34][C:35]7[N:39]=[C:38]([C@@H:40]8[CH2:44][CH2:43][C@H:42]([CH3:45])[NH:41]8)[NH:37][C:36]=76)=[CH:31][C:30]=5[C:24]4=[CH:23][CH:22]=3)=[CH:19][N:20]=2)[CH2:5]1.[CH3:48][O:49][C@H:50]([CH3:60])[C@H:51]([NH:55][C:56]([O:58][CH3:59])=[O:57])[C:52](O)=[O:53].CN(C(ON1N=NC2C=CC=NC1=2)=[N+](C)C)C.F[P-](F)(F)(F)(F)F.CCN(C(C)C)C(C)C.C(=O)(O)[O-].[Na+].